From a dataset of Full USPTO retrosynthesis dataset with 1.9M reactions from patents (1976-2016). Predict the reactants needed to synthesize the given product. (1) Given the product [CH3:1][C:2]1[S:6][C:5]([NH:7][C:15](=[O:16])[C:14]2[CH:13]=[CH:12][C:11]([N+:8]([O-:10])=[O:9])=[CH:19][CH:18]=2)=[N:4][N:3]=1, predict the reactants needed to synthesize it. The reactants are: [CH3:1][C:2]1[S:6][C:5]([NH2:7])=[N:4][N:3]=1.[N+:8]([C:11]1[CH:19]=[CH:18][C:14]([C:15](Cl)=[O:16])=[CH:13][CH:12]=1)([O-:10])=[O:9]. (2) Given the product [CH:3]([C:4]1[CH:13]=[CH:12][C:7]([C:8]([O:10][CH3:11])=[O:9])=[C:6]([N+:14]([O-:16])=[O:15])[CH:5]=1)=[O:2], predict the reactants needed to synthesize it. The reactants are: C[O:2][CH:3](OC)[C:4]1[CH:13]=[CH:12][C:7]([C:8]([O:10][CH3:11])=[O:9])=[C:6]([N+:14]([O-:16])=[O:15])[CH:5]=1.Cl.